This data is from Reaction yield outcomes from USPTO patents with 853,638 reactions. The task is: Predict the reaction yield, written as a fraction of the theoretical maximum amount of product (1.0 means a 100% yield; for example, 0.34 means a 34% yield). (1) The reactants are O=S(Cl)[Cl:3].[OH-].[Na+].[NH2:7][C@H:8]([C:19]([OH:21])=[O:20])[CH2:9][C:10]1[C:18]2[C:13](=[CH:14][CH:15]=[CH:16][CH:17]=2)[NH:12][CH:11]=1.[CH:22]1C=C2C(C(O)(O)C(=O)C2=CC=1)=O. The catalyst is C(O)C.CO. The product is [ClH:3].[CH3:22][O:20][C:19](=[O:21])[C@H:8]([CH2:9][C:10]1[C:18]2[C:13](=[CH:14][CH:15]=[CH:16][CH:17]=2)[NH:12][CH:11]=1)[NH2:7]. The yield is 1.00. (2) The reactants are [O:1]=[C:2]1[C:11]2[C:6](=[CH:7][CH:8]=[CH:9][C:10]=2[O:12][C@H:13]([CH3:18])[C:14]([O:16]C)=O)[N:5]=[CH:4][NH:3]1.[CH3:19][NH:20][CH2:21][CH2:22][OH:23]. The catalyst is CO. The product is [OH:23][CH2:22][CH2:21][N:20]([CH3:19])[C:14](=[O:16])[C@H:13]([O:12][C:10]1[CH:9]=[CH:8][CH:7]=[C:6]2[C:11]=1[C:2](=[O:1])[NH:3][CH:4]=[N:5]2)[CH3:18]. The yield is 0.630. (3) The reactants are N[C:2]1[C:7]([N+:8]([O-:10])=[O:9])=[CH:6][CH:5]=[CH:4][C:3]=1[OH:11].[BrH:12].N([O-])=O.[Na+]. The catalyst is O.O1CCOCC1. The product is [Br:12][C:2]1[C:7]([N+:8]([O-:10])=[O:9])=[CH:6][CH:5]=[CH:4][C:3]=1[OH:11]. The yield is 0.450. (4) The reactants are [C:1]([C:4]1[CH:9]=[CH:8][CH:7]=[CH:6][CH:5]=1)(=[O:3])[CH3:2]. The catalyst is CC(O)C. The product is [C:4]1([C@H:1]([OH:3])[CH3:2])[CH:9]=[CH:8][CH:7]=[CH:6][CH:5]=1. The yield is 0.740. (5) The reactants are [F:1][C:2]1[CH:7]=[C:6]([N:8]([CH2:21][C:22]2[CH:23]=[C:24]([C:28]3[C:33]([CH3:34])=[CH:32][C:31]([OH:35])=[CH:30][C:29]=3[CH3:36])[CH:25]=[CH:26][CH:27]=2)[S:9]([C:12]2[CH:17]=[CH:16][CH:15]=[CH:14][C:13]=2[N+:18]([O-:20])=[O:19])(=[O:11])=[O:10])[CH:5]=[CH:4][C:3]=1[CH2:37][CH2:38][C:39]([O:41][C:42]([CH3:45])([CH3:44])[CH3:43])=[O:40].[S:46]1[CH2:51][CH2:50][CH:49](O)[CH2:48][CH2:47]1.C1(P(C2C=CC=CC=2)C2C=CC=CC=2)C=CC=CC=1.N(C(OCC)=O)=NC(OCC)=O. The catalyst is O1CCCC1. The product is [CH3:36][C:29]1[CH:30]=[C:31]([O:35][CH:49]2[CH2:50][CH2:51][S:46][CH2:47][CH2:48]2)[CH:32]=[C:33]([CH3:34])[C:28]=1[C:24]1[CH:25]=[CH:26][CH:27]=[C:22]([CH2:21][N:8]([S:9]([C:12]2[CH:17]=[CH:16][CH:15]=[CH:14][C:13]=2[N+:18]([O-:20])=[O:19])(=[O:10])=[O:11])[C:6]2[CH:5]=[CH:4][C:3]([CH2:37][CH2:38][C:39]([O:41][C:42]([CH3:45])([CH3:44])[CH3:43])=[O:40])=[C:2]([F:1])[CH:7]=2)[CH:23]=1. The yield is 1.00. (6) The reactants are [CH3:1][C:2]1[O:6][N:5]=[C:4]([C:7]2[CH:12]=[CH:11][CH:10]=[CH:9][CH:8]=2)[C:3]=1[CH2:13][O:14][C:15]1[CH:23]=[CH:22][C:18]([C:19]([OH:21])=O)=[CH:17][N:16]=1.[NH2:24][CH:25]1[CH2:30][CH2:29][CH2:28][N:27]([C:31]([O:33][C:34]([CH3:37])([CH3:36])[CH3:35])=[O:32])[CH2:26]1. No catalyst specified. The product is [C:34]([O:33][C:31]([N:27]1[CH2:28][CH2:29][CH2:30][CH:25]([NH:24][C:19]([C:18]2[CH:17]=[N:16][C:15]([O:14][CH2:13][C:3]3[C:4]([C:7]4[CH:8]=[CH:9][CH:10]=[CH:11][CH:12]=4)=[N:5][O:6][C:2]=3[CH3:1])=[CH:23][CH:22]=2)=[O:21])[CH2:26]1)=[O:32])([CH3:37])([CH3:35])[CH3:36]. The yield is 0.610. (7) The reactants are [CH3:1][O:2][C:3]([CH2:5][C:6]([CH2:8][C:9]([O:11][CH3:12])=[O:10])=[O:7])=[O:4].[N:13]1[CH:18]=[CH:17][CH:16]=[CH:15][C:14]=1[CH:19]=O.[CH3:21][NH2:22]. The catalyst is C(O)C(C)C. The product is [CH3:21][N:22]1[CH:19]([C:14]2[CH:15]=[CH:16][CH:17]=[CH:18][N:13]=2)[CH:8]([C:9]([O:11][CH3:12])=[O:10])[C:6](=[O:7])[CH:5]([C:3]([O:2][CH3:1])=[O:4])[CH:19]1[C:14]1[CH:15]=[CH:16][CH:17]=[CH:18][N:13]=1. The yield is 0.880.